From a dataset of Reaction yield outcomes from USPTO patents with 853,638 reactions. Predict the reaction yield, written as a fraction of the theoretical maximum amount of product (1.0 means a 100% yield; for example, 0.34 means a 34% yield). The reactants are C([O:3][C:4]([CH:6]1[CH:11]2[CH:12]([CH2:13][O:14][CH3:15])[CH:8]([CH2:9][CH2:10]2)[N:7]1[C:16]([O:18][C:19]([CH3:22])([CH3:21])[CH3:20])=[O:17])=O)C. The catalyst is ClCCl. The product is [C:19]([O:18][C:16]([N:7]1[CH:6]([CH2:4][OH:3])[CH:11]2[CH:12]([CH2:13][O:14][CH3:15])[CH:8]1[CH2:9][CH2:10]2)=[O:17])([CH3:22])([CH3:21])[CH3:20]. The yield is 0.590.